Dataset: Full USPTO retrosynthesis dataset with 1.9M reactions from patents (1976-2016). Task: Predict the reactants needed to synthesize the given product. Given the product [C:1]12([C:11]3[CH:30]=[CH:29][C:14]([O:15][CH2:16][C:17]([NH:19][C:20]4[CH:21]=[C:22]([CH:26]=[CH:27][N:28]=4)[C:23]([NH:37][CH2:31][C:32]4[O:36][CH:35]=[CH:34][CH:33]=4)=[O:24])=[O:18])=[CH:13][CH:12]=3)[CH2:10][CH:5]3[CH2:6][CH:7]([CH2:9][CH:3]([CH2:4]3)[CH2:2]1)[CH2:8]2, predict the reactants needed to synthesize it. The reactants are: [C:1]12([C:11]3[CH:30]=[CH:29][C:14]([O:15][CH2:16][C:17]([NH:19][C:20]4[CH:21]=[C:22]([CH:26]=[CH:27][N:28]=4)[C:23](O)=[O:24])=[O:18])=[CH:13][CH:12]=3)[CH2:10][CH:5]3[CH2:6][CH:7]([CH2:9][CH:3]([CH2:4]3)[CH2:2]1)[CH2:8]2.[CH2:31]([NH2:37])[C:32]1[O:36][CH:35]=[CH:34][CH:33]=1.C1CN([P+](ON2N=NC3C=CC=CC2=3)(N2CCCC2)N2CCCC2)CC1.F[P-](F)(F)(F)(F)F.CO.